Dataset: NCI-60 drug combinations with 297,098 pairs across 59 cell lines. Task: Regression. Given two drug SMILES strings and cell line genomic features, predict the synergy score measuring deviation from expected non-interaction effect. Drug 1: C1=CC=C(C(=C1)C(C2=CC=C(C=C2)Cl)C(Cl)Cl)Cl. Drug 2: C1C(C(OC1N2C=NC(=NC2=O)N)CO)O. Cell line: CAKI-1. Synergy scores: CSS=7.36, Synergy_ZIP=-0.268, Synergy_Bliss=1.63, Synergy_Loewe=-1.16, Synergy_HSA=1.60.